Dataset: Full USPTO retrosynthesis dataset with 1.9M reactions from patents (1976-2016). Task: Predict the reactants needed to synthesize the given product. (1) Given the product [OH:2][C:3]1[CH:21]=[CH:20][C:6]2[N:7]=[C:8]([C:10]3[CH:19]=[CH:18][C:13]([C:14]([OH:16])=[O:15])=[CH:12][CH:11]=3)[S:9][C:5]=2[CH:4]=1, predict the reactants needed to synthesize it. The reactants are: C[O:2][C:3]1[CH:21]=[CH:20][C:6]2[N:7]=[C:8]([C:10]3[CH:19]=[CH:18][C:13]([C:14]([O:16]C)=[O:15])=[CH:12][CH:11]=3)[S:9][C:5]=2[CH:4]=1.B(Br)(Br)Br. (2) Given the product [CH:1]1([C:7]2[C:15]3[CH:14]=[CH:13][C:12]([C:16]([O:18][CH3:19])=[O:17])=[CH:11][C:10]=3[N:9]3[CH2:20][CH2:21][N:33]([CH2:34][CH2:35][N:36]([CH3:37])[CH3:38])[CH2:32][C:27]4[CH:28]=[CH:29][CH:30]=[CH:31][C:26]=4[C:8]=23)[CH2:2][CH2:3][CH2:4][CH2:5][CH2:6]1, predict the reactants needed to synthesize it. The reactants are: [CH:1]1([C:7]2[C:15]3[C:10](=[CH:11][C:12]([C:16]([O:18][CH3:19])=[O:17])=[CH:13][CH:14]=3)[N:9]([CH2:20][CH:21](OC)OC)[C:8]=2[C:26]2[CH:31]=[CH:30][CH:29]=[CH:28][C:27]=2[CH2:32][NH:33][CH2:34][CH2:35][N:36]([CH3:38])[CH3:37])[CH2:6][CH2:5][CH2:4][CH2:3][CH2:2]1.Cl.[BH4-].[Na+]. (3) Given the product [Cl:18][C:19]1[CH:27]=[C:26]([F:28])[C:25]([F:29])=[CH:24][C:20]=1[C:21]([NH:1][C:2]1[NH:6][N:5]=[C:4]([C:7]([O:9][CH2:10][CH3:11])=[O:8])[CH:3]=1)=[O:22], predict the reactants needed to synthesize it. The reactants are: [NH2:1][C:2]1[NH:6][N:5]=[C:4]([C:7]([O:9][CH2:10][CH3:11])=[O:8])[CH:3]=1.N1C=CC=CC=1.[Cl:18][C:19]1[CH:27]=[C:26]([F:28])[C:25]([F:29])=[CH:24][C:20]=1[C:21](Cl)=[O:22]. (4) Given the product [C:1]12([C:11]3[N:13]=[C:21]([C:18]4[CH:19]=[CH:20][C:15]([Br:14])=[CH:16][CH:17]=4)[CH:22]=[CH:23][N:12]=3)[CH2:10][CH:5]3[CH2:6][CH:7]([CH2:9][CH:3]([CH2:4]3)[CH2:2]1)[CH2:8]2, predict the reactants needed to synthesize it. The reactants are: [C:1]12([C:11]([NH2:13])=[NH:12])[CH2:10][CH:5]3[CH2:6][CH:7]([CH2:9][CH:3]([CH2:4]3)[CH2:2]1)[CH2:8]2.[Br:14][C:15]1[CH:20]=[CH:19][C:18]([C:21](=O)[CH:22]=[CH:23]N(C)C)=[CH:17][CH:16]=1.CC[O-].[Na+]. (5) The reactants are: [CH3:1][C:2]1[CH:7]=[C:6]([O:8][CH2:9][C:10]2([C:15]3[CH:28]=[CH:27][C:18]([C:19]([NH:21][CH2:22][CH2:23][C:24]([OH:26])=[O:25])=[O:20])=[CH:17][CH:16]=3)[CH2:14][CH:13]=[CH:12][CH2:11]2)[CH:5]=[C:4]([CH3:29])[C:3]=1[C:30]1[CH:35]=[CH:34][C:33]([C:36]([F:39])([F:38])[F:37])=[CH:32][CH:31]=1. Given the product [CH3:1][C:2]1[CH:7]=[C:6]([O:8][CH2:9][C:10]2([C:15]3[CH:28]=[CH:27][C:18]([C:19]([NH:21][CH2:22][CH2:23][C:24]([OH:26])=[O:25])=[O:20])=[CH:17][CH:16]=3)[CH2:14][CH2:13][CH2:12][CH2:11]2)[CH:5]=[C:4]([CH3:29])[C:3]=1[C:30]1[CH:31]=[CH:32][C:33]([C:36]([F:37])([F:39])[F:38])=[CH:34][CH:35]=1, predict the reactants needed to synthesize it.